Dataset: NCI-60 drug combinations with 297,098 pairs across 59 cell lines. Task: Regression. Given two drug SMILES strings and cell line genomic features, predict the synergy score measuring deviation from expected non-interaction effect. (1) Drug 1: CN1C(=O)N2C=NC(=C2N=N1)C(=O)N. Drug 2: C1=CC=C(C=C1)NC(=O)CCCCCCC(=O)NO. Cell line: HCC-2998. Synergy scores: CSS=6.21, Synergy_ZIP=-1.80, Synergy_Bliss=-0.704, Synergy_Loewe=-14.4, Synergy_HSA=-9.31. (2) Drug 1: COC1=C2C(=CC3=C1OC=C3)C=CC(=O)O2. Drug 2: C(CN)CNCCSP(=O)(O)O. Cell line: HOP-62. Synergy scores: CSS=31.2, Synergy_ZIP=1.95, Synergy_Bliss=6.34, Synergy_Loewe=8.16, Synergy_HSA=11.1. (3) Drug 1: CN1C(=O)N2C=NC(=C2N=N1)C(=O)N. Drug 2: CC1CCC2CC(C(=CC=CC=CC(CC(C(=O)C(C(C(=CC(C(=O)CC(OC(=O)C3CCCCN3C(=O)C(=O)C1(O2)O)C(C)CC4CCC(C(C4)OC)O)C)C)O)OC)C)C)C)OC. Cell line: NCI-H522. Synergy scores: CSS=-4.07, Synergy_ZIP=0.557, Synergy_Bliss=-2.44, Synergy_Loewe=-4.94, Synergy_HSA=-4.95. (4) Drug 1: C1=NC2=C(N=C(N=C2N1C3C(C(C(O3)CO)O)O)F)N. Drug 2: CC1=C(C(=O)C2=C(C1=O)N3CC4C(C3(C2COC(=O)N)OC)N4)N. Cell line: HCT-15. Synergy scores: CSS=13.4, Synergy_ZIP=-4.45, Synergy_Bliss=-2.14, Synergy_Loewe=-25.7, Synergy_HSA=-4.03. (5) Drug 1: C#CCC(CC1=CN=C2C(=N1)C(=NC(=N2)N)N)C3=CC=C(C=C3)C(=O)NC(CCC(=O)O)C(=O)O. Drug 2: CC(C)CN1C=NC2=C1C3=CC=CC=C3N=C2N. Cell line: HS 578T. Synergy scores: CSS=3.77, Synergy_ZIP=-1.57, Synergy_Bliss=-2.65, Synergy_Loewe=-0.507, Synergy_HSA=-0.476. (6) Drug 1: CC12CCC3C(C1CCC2=O)CC(=C)C4=CC(=O)C=CC34C. Drug 2: CCCCCOC(=O)NC1=NC(=O)N(C=C1F)C2C(C(C(O2)C)O)O. Cell line: RPMI-8226. Synergy scores: CSS=54.7, Synergy_ZIP=0.514, Synergy_Bliss=0.969, Synergy_Loewe=-18.7, Synergy_HSA=1.10.